The task is: Predict the reactants needed to synthesize the given product.. This data is from Full USPTO retrosynthesis dataset with 1.9M reactions from patents (1976-2016). (1) The reactants are: [N:1]1([C:6]2[CH:11]=[CH:10][C:9]([CH2:12][NH2:13])=[CH:8][CH:7]=2)[CH2:5][CH2:4][CH2:3][CH2:2]1.[CH3:14][O:15][C:16]1[CH:23]=[CH:22][CH:21]=[C:20]([O:24][CH3:25])[C:17]=1[CH:18]=O. Given the product [CH3:14][O:15][C:16]1[CH:23]=[CH:22][CH:21]=[C:20]([O:24][CH3:25])[C:17]=1[CH:18]1[N:13]([CH2:12][C:9]2[CH:10]=[CH:11][C:6]([N:1]3[CH2:5][CH2:4][CH2:3][CH2:2]3)=[CH:7][CH:8]=2)[C:16](=[O:15])[CH2:17][CH2:20][CH2:21]1, predict the reactants needed to synthesize it. (2) Given the product [CH2:24]([C:13]1[CH:14]=[CH:15][C:10]([NH:9][C:7]([NH:6][CH2:5][C:4]2[C:3]([O:2][CH3:1])=[CH:20][CH:19]=[CH:18][C:17]=2[O:21][CH3:22])=[NH:8])=[N:11][CH:12]=1)[C:25]1[CH:30]=[CH:29][CH:28]=[CH:27][CH:26]=1, predict the reactants needed to synthesize it. The reactants are: [CH3:1][O:2][C:3]1[CH:20]=[CH:19][CH:18]=[C:17]([O:21][CH3:22])[C:4]=1[CH2:5][NH:6][C:7]([NH:9][C:10]1[CH:15]=[CH:14][C:13](I)=[CH:12][N:11]=1)=[NH:8].[Br-].[CH2:24]([Zn+])[C:25]1[CH:30]=[CH:29][CH:28]=[CH:27][CH:26]=1.C([O-])(=O)C.